Dataset: Full USPTO retrosynthesis dataset with 1.9M reactions from patents (1976-2016). Task: Predict the reactants needed to synthesize the given product. (1) Given the product [CH3:19][C@@H:17]1[CH2:16][C:15]2[C:10]([CH:7]3[CH2:8][CH2:9][N:4]([CH2:3][CH2:2][S:42]([CH3:41])(=[O:44])=[O:43])[CH2:5][CH2:6]3)=[C:11]([CH3:40])[CH:12]=[C:13]([NH:20][C:21]3[N:26]=[C:25]([NH:27][C:28]4[CH:33]=[CH:32][CH:31]=[CH:30][C:29]=4[S:34]([CH:37]([CH3:38])[CH3:39])(=[O:35])=[O:36])[N:24]=[CH:23][N:22]=3)[C:14]=2[O:18]1, predict the reactants needed to synthesize it. The reactants are: Cl[CH2:2][CH2:3][N:4]1[CH2:9][CH2:8][CH:7]([C:10]2[C:15]3[CH2:16][C@@H:17]([CH3:19])[O:18][C:14]=3[C:13]([NH:20][C:21]3[N:26]=[C:25]([NH:27][C:28]4[CH:33]=[CH:32][CH:31]=[CH:30][C:29]=4[S:34]([CH:37]([CH3:39])[CH3:38])(=[O:36])=[O:35])[N:24]=[CH:23][N:22]=3)=[CH:12][C:11]=2[CH3:40])[CH2:6][CH2:5]1.[CH3:41][S:42]([O-:44])=[O:43].[Na+].[I-].[Na+]. (2) Given the product [CH3:1][O:2][C:3]([C:5]1[C:6](=[O:16])[O:7][C:8]2[CH:9]=[C:10]([O:15][CH2:24][CH2:23][C:17]3[CH:22]=[CH:21][CH:20]=[CH:19][CH:18]=3)[CH:11]=[CH:12][C:13]=2[CH:14]=1)=[O:4], predict the reactants needed to synthesize it. The reactants are: [CH3:1][O:2][C:3]([C:5]1[C:6](=[O:16])[O:7][C:8]2[C:13]([CH:14]=1)=[CH:12][CH:11]=[C:10]([OH:15])[CH:9]=2)=[O:4].[C:17]1([CH2:23][CH2:24]O)[CH:22]=[CH:21][CH:20]=[CH:19][CH:18]=1.C1(P(C2C=CC=CC=2)C2C=CC=CC=2)C=CC=CC=1.N(C(OCC)=O)=NC(OCC)=O.